The task is: Predict the reactants needed to synthesize the given product.. This data is from Full USPTO retrosynthesis dataset with 1.9M reactions from patents (1976-2016). (1) Given the product [N:27]1([C:2]2[C:11]3[C:6](=[CH:7][CH:8]=[CH:9][CH:10]=3)[C:5]([N:12]3[CH2:17][CH2:16][N:15]([C:18]([C:20]4[CH:25]=[CH:24][CH:23]=[CH:22][CH:21]=4)=[O:19])[C@@H:14]([CH3:26])[CH2:13]3)=[N:4][N:3]=2)[CH:31]=[CH:30][N:29]=[CH:28]1, predict the reactants needed to synthesize it. The reactants are: Cl[C:2]1[C:11]2[C:6](=[CH:7][CH:8]=[CH:9][CH:10]=2)[C:5]([N:12]2[CH2:17][CH2:16][N:15]([C:18]([C:20]3[CH:25]=[CH:24][CH:23]=[CH:22][CH:21]=3)=[O:19])[C@@H:14]([CH3:26])[CH2:13]2)=[N:4][N:3]=1.[NH:27]1[CH:31]=[CH:30][N:29]=[CH:28]1.P([O-])([O-])([O-])=O.[K+].[K+].[K+]. (2) Given the product [C:30]([C:2]1[C:11]([O:12][CH3:13])=[CH:10][C:5]([C:6]([NH:8][CH3:9])=[O:7])=[CH:4][C:3]=1[CH2:14][CH2:15][C:16]1[CH:17]=[N:18][C:19]([NH:22][C:23]2[CH:24]=[N:25][N:26]([CH2:28][CH3:29])[CH:27]=2)=[N:20][CH:21]=1)#[N:31], predict the reactants needed to synthesize it. The reactants are: Br[C:2]1[C:11]([O:12][CH3:13])=[CH:10][C:5]([C:6]([NH:8][CH3:9])=[O:7])=[CH:4][C:3]=1/[CH:14]=[CH:15]/[C:16]1[CH:17]=[N:18][C:19]([NH:22][C:23]2[CH:24]=[N:25][N:26]([CH2:28][CH3:29])[CH:27]=2)=[N:20][CH:21]=1.[CH3:30][N:31](C=O)C. (3) Given the product [OH:15][CH2:12][CH2:19][C@@H:18]1[CH2:20][C@H:1]1[C:3]1[CH:8]=[CH:7][C:6]([C:6]2[CH:7]=[CH:8][C:3]([C:1]#[N:2])=[CH:4][CH:5]=2)=[CH:5][CH:4]=1, predict the reactants needed to synthesize it. The reactants are: [C:1]([C:3]1[CH:8]=[CH:7][C:6](B(O)O)=[CH:5][CH:4]=1)#[N:2].[C:12]([O-:15])([O-])=O.[Cs+].[Cs+].[CH:18](O)([CH3:20])[CH3:19]. (4) Given the product [C:1]([O:5][C:6](=[O:7])[NH:8][C@@H:9]([CH2:10][C:11]1[CH:16]=[CH:15][C:14]([B:33]2[O:37][C:36]([CH3:39])([CH3:38])[C:35]([CH3:41])([CH3:40])[O:34]2)=[CH:13][C:12]=1[F:25])[C:26](=[O:32])[N:27]1[CH2:28][CH2:29][CH2:30][CH2:31]1)([CH3:3])([CH3:2])[CH3:4], predict the reactants needed to synthesize it. The reactants are: [C:1]([O:5][C:6]([NH:8][C@H:9]([C:26](=[O:32])[N:27]1[CH2:31][CH2:30][CH2:29][CH2:28]1)[CH2:10][C:11]1[CH:16]=[CH:15][C:14](OS(C(F)(F)F)(=O)=O)=[CH:13][C:12]=1[F:25])=[O:7])([CH3:4])([CH3:3])[CH3:2].[B:33]1([B:33]2[O:37][C:36]([CH3:39])([CH3:38])[C:35]([CH3:41])([CH3:40])[O:34]2)[O:37][C:36]([CH3:39])([CH3:38])[C:35]([CH3:41])([CH3:40])[O:34]1.C([O-])(=O)C.[K+].